Dataset: Catalyst prediction with 721,799 reactions and 888 catalyst types from USPTO. Task: Predict which catalyst facilitates the given reaction. (1) Reactant: [CH:1]([C:3]1[CH:11]=[CH:10][C:6]([C:7](O)=[O:8])=[CH:5][CH:4]=1)=[O:2].S(Cl)([Cl:14])=O. Product: [CH:1]([C:3]1[CH:11]=[CH:10][C:6]([C:7]([Cl:14])=[O:8])=[CH:5][CH:4]=1)=[O:2]. The catalyst class is: 22. (2) Reactant: [CH3:1][N:2]([C@@H:7]1[CH2:11][CH2:10][N:9]([C:12]2[N:17]=[C:16]([C:18]3[CH:27]=[CH:26][C:25]4[C:20](=[CH:21][CH:22]=[CH:23][CH:24]=4)[CH:19]=3)[CH:15]=[CH:14][N:13]=2)[CH2:8]1)[CH2:3][CH2:4][NH:5][CH3:6].CCN(C(C)C)C(C)C.[C:37](OC(=O)C)(=[O:39])[CH3:38]. Product: [CH3:6][N:5]([CH2:4][CH2:3][N:2]([CH3:1])[C@@H:7]1[CH2:11][CH2:10][N:9]([C:12]2[N:17]=[C:16]([C:18]3[CH:27]=[CH:26][C:25]4[C:20](=[CH:21][CH:22]=[CH:23][CH:24]=4)[CH:19]=3)[CH:15]=[CH:14][N:13]=2)[CH2:8]1)[C:37](=[O:39])[CH3:38]. The catalyst class is: 24. (3) Reactant: [N+:1]([C:4]1[CH:11]=[N:10][CH:9]=[CH:8][C:5]=1[CH:6]=[O:7])([O-:3])=[O:2].[OH:12][CH2:13][CH:14]([CH2:17]O)[CH2:15][OH:16].C1(C)C=CC(S(O)(=O)=O)=CC=1. Product: [N+:1]([C:4]1[CH:11]=[N:10][CH:9]=[CH:8][C:5]=1[CH:6]1[O:12][CH2:13][CH:14]([CH2:15][OH:16])[CH2:17][O:7]1)([O-:3])=[O:2]. The catalyst class is: 11. (4) Reactant: FC(F)(F)[C:3]([C:5]1[N:6]=[C:7]([CH2:14][CH2:15][CH3:16])[N:8]2[CH:13]=[CH:12][CH:11]=[CH:10][C:9]=12)=[O:4].[OH-:19].[K+]. Product: [CH2:14]([C:7]1[N:8]2[CH:13]=[CH:12][CH:11]=[CH:10][C:9]2=[C:5]([C:3]([OH:4])=[O:19])[N:6]=1)[CH2:15][CH3:16]. The catalyst class is: 14. (5) Reactant: [CH:1]1([C:4]2[CH:9]=[CH:8][C:7]([CH:10]3[N:14]([CH2:15][CH2:16][C:17]4[CH:22]=[CH:21][C:20]([O:23][CH3:24])=[CH:19][CH:18]=4)[C:13](=[O:25])[C:12]4([CH2:30][CH2:29][NH:28][CH2:27][CH2:26]4)[N:11]3[CH3:31])=[CH:6][CH:5]=2)[CH2:3][CH2:2]1.CCN(CC)CC.Cl[C:40](Cl)([O:42]C(=O)OC(Cl)(Cl)Cl)Cl.Cl.[CH3:52][O:53][NH2:54]. Product: [CH:1]1([C:4]2[CH:9]=[CH:8][C:7]([CH:10]3[N:14]([CH2:15][CH2:16][C:17]4[CH:22]=[CH:21][C:20]([O:23][CH3:24])=[CH:19][CH:18]=4)[C:13](=[O:25])[C:12]4([CH2:26][CH2:27][N:28]([C:40]([NH:54][O:53][CH3:52])=[O:42])[CH2:29][CH2:30]4)[N:11]3[CH3:31])=[CH:6][CH:5]=2)[CH2:3][CH2:2]1. The catalyst class is: 124.